Dataset: Full USPTO retrosynthesis dataset with 1.9M reactions from patents (1976-2016). Task: Predict the reactants needed to synthesize the given product. (1) Given the product [NH2:26][C@H:12]([C:13]1[NH:17][C:16]2[CH:18]=[CH:19][C:20]([C:22]([CH3:25])([CH3:24])[CH3:23])=[CH:21][C:15]=2[N:14]=1)[CH2:11][CH2:10][CH2:9][OH:8], predict the reactants needed to synthesize it. The reactants are: C([O:8][CH2:9][CH2:10][CH2:11][C@H:12]([NH:26]C(=O)OC(C)(C)C)[C:13]1[NH:17][C:16]2[CH:18]=[CH:19][C:20]([C:22]([CH3:25])([CH3:24])[CH3:23])=[CH:21][C:15]=2[N:14]=1)C1C=CC=CC=1. (2) Given the product [C:22]([O:21][C:20](=[O:26])[NH:19][CH2:18][CH2:17][N:16]([CH2:7][C:6]1[C:2]([I:1])=[N:3][N:4]([CH:9]2[CH2:14][CH2:13][CH2:12][CH2:11][O:10]2)[CH:5]=1)[CH3:15])([CH3:25])([CH3:24])[CH3:23], predict the reactants needed to synthesize it. The reactants are: [I:1][C:2]1[C:6]([CH:7]=O)=[CH:5][N:4]([CH:9]2[CH2:14][CH2:13][CH2:12][CH2:11][O:10]2)[N:3]=1.[CH3:15][NH:16][CH2:17][CH2:18][NH:19][C:20](=[O:26])[O:21][C:22]([CH3:25])([CH3:24])[CH3:23].[BH-](OC(C)=O)(OC(C)=O)OC(C)=O.[Na+]. (3) Given the product [F:1][C:2]1[C:8]([F:9])=[C:7]([C:19]2[CH:18]=[CH:17][CH:16]=[C:15]([O:14][CH3:13])[CH:20]=2)[C:6]([F:11])=[C:5]([F:12])[C:3]=1[NH2:4], predict the reactants needed to synthesize it. The reactants are: [F:1][C:2]1[C:8]([F:9])=[C:7](Br)[C:6]([F:11])=[C:5]([F:12])[C:3]=1[NH2:4].[CH3:13][O:14][C:15]1[CH:16]=[C:17](B(O)O)[CH:18]=[CH:19][CH:20]=1.C1(P(C2C=CC=CC=2)C2C=CC=CC=2)C=CC=CC=1.C(=O)([O-])[O-].[K+].[K+]. (4) Given the product [Cl:1][C:2]1[CH:3]=[CH:4][C:5]([S:8][C:9]2[CH:14]=[CH:13][CH:12]=[CH:11][C:10]=2/[CH:15]=[CH:16]/[C:17]([NH:20][CH2:21][CH2:22][CH2:23][CH2:24][CH2:25][OH:26])=[O:19])=[CH:6][CH:7]=1, predict the reactants needed to synthesize it. The reactants are: [Cl:1][C:2]1[CH:7]=[CH:6][C:5]([S:8][C:9]2[CH:14]=[CH:13][CH:12]=[CH:11][C:10]=2[CH:15]=[CH:16][C:17]([OH:19])=O)=[CH:4][CH:3]=1.[NH2:20][CH2:21][CH2:22][CH2:23][CH2:24][CH2:25][OH:26]. (5) Given the product [Cl:1][C:2]1[N:7]=[C:6]([C:8]2[C:9]([C:17]3[CH:18]=[CH:19][C:20]([F:30])=[C:21]([NH:23][C:24](=[O:29])[C:35]4[C:34]([F:33])=[CH:42][CH:41]=[CH:40][C:39]=4[F:43])[CH:22]=3)=[N:10][N:11]3[CH:16]=[CH:15][CH:14]=[CH:13][C:12]=23)[CH:5]=[CH:4][N:3]=1, predict the reactants needed to synthesize it. The reactants are: [Cl:1][C:2]1[N:7]=[C:6]([C:8]2[C:9]([C:17]3[CH:18]=[CH:19][C:20]([F:30])=[C:21]([NH:23][C:24](=[O:29])C(F)(F)F)[CH:22]=3)=[N:10][N:11]3[CH:16]=[CH:15][CH:14]=[CH:13][C:12]=23)[CH:5]=[CH:4][N:3]=1.[Li+].[OH-].[F:33][C:34]1[CH:42]=[CH:41][CH:40]=[C:39]([F:43])[C:35]=1C(Cl)=O.C(O)C(N)(CO)CO. (6) Given the product [CH3:1][C:2]1([CH2:6][O:37][C:36](=[O:38])[C@@H:35]([NH:34][C:32]([O:31][CH2:24][C:25]2[CH:26]=[CH:27][CH:28]=[CH:29][CH:30]=2)=[O:33])[CH2:39][C:40]([CH3:43])([CH3:42])[CH3:41])[CH2:5][O:4][CH2:3]1, predict the reactants needed to synthesize it. The reactants are: [CH3:1][C:2]1([CH2:6]OS(C2C=CC(C)=CC=2)(=O)=O)[CH2:5][O:4][CH2:3]1.C(=O)([O-])[O-].[Cs+].[Cs+].[CH2:24]([O:31][C:32]([NH:34][C@@H:35]([CH2:39][C:40]([CH3:43])([CH3:42])[CH3:41])[C:36]([OH:38])=[O:37])=[O:33])[C:25]1[CH:30]=[CH:29][CH:28]=[CH:27][CH:26]=1.[I-].[Na+]. (7) Given the product [CH:1]1([CH:7]([NH:29][C:30]2[CH:31]=[CH:32][C:33]([C:36]([NH:38][CH2:39][CH2:40][C:41]([OH:43])=[O:42])=[O:37])=[CH:34][CH:35]=2)[C:9]2[C:10]([O:25][CH:26]([CH3:27])[CH3:28])=[N:11][N:12]([C:14]3[CH:19]=[CH:18][C:17]([O:20][C:21]([F:22])([F:23])[F:24])=[CH:16][CH:15]=3)[CH:13]=2)[CH2:2][CH2:3][CH2:4][CH2:5][CH2:6]1, predict the reactants needed to synthesize it. The reactants are: [CH:1]1([CH:7]([C:9]2[C:10]([O:25][CH:26]([CH3:28])[CH3:27])=[N:11][N:12]([C:14]3[CH:19]=[CH:18][C:17]([O:20][C:21]([F:24])([F:23])[F:22])=[CH:16][CH:15]=3)[CH:13]=2)O)[CH2:6][CH2:5][CH2:4][CH2:3][CH2:2]1.[NH2:29][C:30]1[CH:35]=[CH:34][C:33]([C:36]([NH:38][CH2:39][CH2:40][C:41]([O:43]CC)=[O:42])=[O:37])=[CH:32][CH:31]=1.